Dataset: Full USPTO retrosynthesis dataset with 1.9M reactions from patents (1976-2016). Task: Predict the reactants needed to synthesize the given product. (1) The reactants are: [C:1]([C:4]1[CH:5]=[CH:6][C:7]([CH3:26])=[C:8]([CH:25]=1)[O:9][CH2:10][C:11]1[C:16]([CH3:17])=[CH:15][CH:14]=[CH:13][C:12]=1[N:18]1[C:22](=[O:23])[N:21]([CH3:24])[N:20]=[N:19]1)(=O)[CH3:2].Cl.[NH2:28][OH:29].N1C=CC=CC=1. Given the product [OH:29][N:28]=[C:1]([C:4]1[CH:5]=[CH:6][C:7]([CH3:26])=[C:8]([CH:25]=1)[O:9][CH2:10][C:11]1[C:16]([CH3:17])=[CH:15][CH:14]=[CH:13][C:12]=1[N:18]1[C:22](=[O:23])[N:21]([CH3:24])[N:20]=[N:19]1)[CH3:2], predict the reactants needed to synthesize it. (2) Given the product [CH3:21][C:18]1[CH:19]=[C:14]([C:5]2[O:6][C:7]([CH2:8][CH3:13])=[C:3]([CH2:2][I:1])[N:4]=2)[CH:15]=[CH:16][C:17]=1[CH3:20], predict the reactants needed to synthesize it. The reactants are: [I:1][CH2:2][C:3]1[N:4]=[C:5]([C:14]2[CH:19]=[CH:18][C:17]([CH3:20])=[CH:16][CH:15]=2)[O:6][C:7]=1[C:8]1[CH:13]=CC=CC=1.[CH3:21]C(=NO)C(=O)CC.CC1C=C(C=CC=1C)C=O. (3) Given the product [F:8][C:9]1[C:14]([F:15])=[CH:13][CH:12]=[CH:11][C:10]=1[C@H:16]1[CH2:22][N:21]2[C:23]([CH2:26][C:27]([F:30])([F:28])[F:29])=[N:24][N:25]=[C:20]2[C@H:19]([NH:31][C:32]([N:44]2[CH2:45][CH2:46][CH:47]([N:50]3[CH2:54][C:53](=[O:55])[NH:52][C:51]3=[O:56])[CH2:48][CH2:49]2)=[O:33])[CH2:18][CH2:17]1, predict the reactants needed to synthesize it. The reactants are: C(N(CC)CC)C.[F:8][C:9]1[C:14]([F:15])=[CH:13][CH:12]=[CH:11][C:10]=1[C@H:16]1[CH2:22][N:21]2[C:23]([CH2:26][C:27]([F:30])([F:29])[F:28])=[N:24][N:25]=[C:20]2[C@H:19]([NH2:31])[CH2:18][CH2:17]1.[C:32](N1C=CN=C1)(N1C=CN=C1)=[O:33].[NH:44]1[CH2:49][CH2:48][CH:47]([N:50]2[CH2:54][C:53](=[O:55])[NH:52][C:51]2=[O:56])[CH2:46][CH2:45]1. (4) The reactants are: [Cl:1][C:2]1[CH:3]=[C:4]([N:9]=[C:10]=[O:11])[CH:5]=[CH:6][C:7]=1[Cl:8].Cl.Cl.[N:14]1([CH2:20][CH2:21][CH2:22][N:23]2[CH2:29][CH2:28][NH:27][CH2:26][CH2:25][S:24]2(=[O:31])=[O:30])[CH2:19][CH2:18][CH2:17][CH2:16][CH2:15]1.C(N(CC)CC)C. Given the product [Cl:1][C:2]1[CH:3]=[C:4]([NH:9][C:10]([N:27]2[CH2:26][CH2:25][S:24](=[O:30])(=[O:31])[N:23]([CH2:22][CH2:21][CH2:20][N:14]3[CH2:15][CH2:16][CH2:17][CH2:18][CH2:19]3)[CH2:29][CH2:28]2)=[O:11])[CH:5]=[CH:6][C:7]=1[Cl:8], predict the reactants needed to synthesize it. (5) The reactants are: Br[C:2]1[CH:7]=[CH:6][CH:5]=[CH:4][C:3]=1[CH3:8].[CH3:9][C:10]1[CH:15]=[CH:14][CH:13]=[CH:12][C:11]=1B(O)O.[F-].[K+]. Given the product [CH3:9][C:10]1[CH:15]=[CH:14][CH:13]=[CH:12][C:11]=1[C:2]1[CH:7]=[CH:6][CH:5]=[CH:4][C:3]=1[CH3:8], predict the reactants needed to synthesize it.